This data is from Full USPTO retrosynthesis dataset with 1.9M reactions from patents (1976-2016). The task is: Predict the reactants needed to synthesize the given product. (1) Given the product [OH:22][CH2:21][CH:17]([CH2:10][C:11]1[CH:16]=[CH:15][CH:14]=[CH:13][CH:12]=1)[C:18]([OH:20])=[O:19], predict the reactants needed to synthesize it. The reactants are: C(N(CC)CC)C.[H][H].[CH:10](=[C:17]([CH2:21][OH:22])[C:18]([OH:20])=[O:19])[C:11]1[CH:16]=[CH:15][CH:14]=[CH:13][CH:12]=1. (2) Given the product [O:14]=[C:13]1[C:15]2[C:20](=[CH:19][CH:18]=[CH:17][CH:16]=2)[C:21](=[O:22])[N:12]1[C@@H:8]([CH2:7][C:4]1[CH:5]=[CH:6][CH:1]=[CH:2][CH:3]=1)[C:9]([NH:23][CH2:24][C:25](=[O:26])[C:27]1[CH:32]=[CH:31][CH:30]=[CH:29][CH:28]=1)=[O:11], predict the reactants needed to synthesize it. The reactants are: [CH:1]1[CH:6]=[CH:5][C:4]([CH2:7][C@H:8]([N:12]2[C:21](=[O:22])[C:20]3[C:15](=[CH:16][CH:17]=[CH:18][CH:19]=3)[C:13]2=[O:14])[C:9]([OH:11])=O)=[CH:3][CH:2]=1.[NH2:23][CH2:24][C:25]([C:27]1[CH:32]=[CH:31][CH:30]=[CH:29][CH:28]=1)=[O:26].CN([P+](ON1N=NC2C=CC=CC1=2)(N(C)C)N(C)C)C.F[P-](F)(F)(F)(F)F. (3) Given the product [Cl:1][C:2]1[CH:3]=[CH:4][C:5]([C@@:8]2([CH3:34])[C@:12]([C:14]3[CH:19]=[CH:18][C:17]([Cl:20])=[CH:16][CH:15]=3)([CH3:13])[N:11]([C:21]([N:45]3[CH2:46][CH2:47][N:42]([CH2:41][CH2:40][CH2:39][S:36]([CH3:35])(=[O:37])=[O:38])[CH2:43][CH2:44]3)=[O:22])[C:10]([C:24]3[CH:29]=[C:28]([O:30][CH3:31])[N:27]=[N:26][C:25]=3[O:32][CH3:33])=[N:9]2)=[CH:6][CH:7]=1, predict the reactants needed to synthesize it. The reactants are: [Cl:1][C:2]1[CH:7]=[CH:6][C:5]([C:8]2([CH3:34])[C:12]([C:14]3[CH:19]=[CH:18][C:17]([Cl:20])=[CH:16][CH:15]=3)([CH3:13])[N:11]([C:21](Cl)=[O:22])[C:10]([C:24]3[CH:29]=[C:28]([O:30][CH3:31])[N:27]=[N:26][C:25]=3[O:32][CH3:33])=[N:9]2)=[CH:4][CH:3]=1.[CH3:35][S:36]([CH2:39][CH2:40][CH2:41][N:42]1[CH2:47][CH2:46][NH:45][CH2:44][CH2:43]1)(=[O:38])=[O:37]. (4) Given the product [NH2:8][C:9]1[CH:14]=[C:43]([CH:45]([F:48])[F:46])[N:12]=[C:11]([C:17]([O:19][CH3:20])=[O:18])[C:10]=1[O:21][CH3:22], predict the reactants needed to synthesize it. The reactants are: C(OC([N:8](C(OC(C)(C)C)=O)[C:9]1[CH:14]=C(C=O)[N:12]=[C:11]([C:17]([O:19][CH3:20])=[O:18])[C:10]=1[O:21][CH3:22])=O)(C)(C)C.COCCN(S(F)(F)F)CCOC.[C:43](O)([C:45]([F:48])(F)[F:46])=O.C([O-])(O)=O.[Na+]. (5) Given the product [Cl:1][C:2]1[CH:7]=[CH:6][CH:5]=[CH:4][C:3]=1[S:8]([N:11]1[CH2:15][C@@H:14]([C:16]([N:38]2[CH2:39][CH2:40][N:35]([C:29]3[CH:30]=[C:31]([CH3:34])[CH:32]=[CH:33][C:28]=3[CH3:27])[CH2:36][CH2:37]2)=[O:18])[N:13]([C:19]2[CH:24]=[CH:23][CH:22]=[CH:21][C:20]=2[Cl:25])[C:12]1=[O:26])(=[O:9])=[O:10], predict the reactants needed to synthesize it. The reactants are: [Cl:1][C:2]1[CH:7]=[CH:6][CH:5]=[CH:4][C:3]=1[S:8]([N:11]1[CH2:15][C@@H:14]([C:16]([OH:18])=O)[N:13]([C:19]2[CH:24]=[CH:23][CH:22]=[CH:21][C:20]=2[Cl:25])[C:12]1=[O:26])(=[O:10])=[O:9].[CH3:27][C:28]1[CH:33]=[CH:32][C:31]([CH3:34])=[CH:30][C:29]=1[N:35]1[CH2:40][CH2:39][NH:38][CH2:37][CH2:36]1. (6) The reactants are: [F:1][C:2]([F:18])([F:17])[CH2:3][N:4]1[CH2:9][CH2:8][N:7]([C:10]2[CH:11]=[CH:12][C:13]([NH2:16])=[N:14][CH:15]=2)[CH2:6][CH2:5]1.[CH3:19][N:20]([CH3:38])[C:21]([C:23]1[N:32]([CH:33]2[CH2:37][CH2:36][CH2:35][CH2:34]2)[C:26]2[N:27]=[C:28](Cl)[N:29]=[CH:30][C:25]=2[CH:24]=1)=[O:22].C1C=CC(P(C2C(C3C(P(C4C=CC=CC=4)C4C=CC=CC=4)=CC=C4C=3C=CC=C4)=C3C(C=CC=C3)=CC=2)C2C=CC=CC=2)=CC=1.CC(C)([O-])C.[Na+]. Given the product [CH3:19][N:20]([CH3:38])[C:21]([C:23]1[N:32]([CH:33]2[CH2:37][CH2:36][CH2:35][CH2:34]2)[C:26]2[N:27]=[C:28]([NH:16][C:13]3[CH:12]=[CH:11][C:10]([N:7]4[CH2:8][CH2:9][N:4]([CH2:3][C:2]([F:1])([F:17])[F:18])[CH2:5][CH2:6]4)=[CH:15][N:14]=3)[N:29]=[CH:30][C:25]=2[CH:24]=1)=[O:22], predict the reactants needed to synthesize it. (7) Given the product [S:21]([O:7][CH2:6][C:5]1[CH:8]=[CH:9][C:2]([Cl:1])=[C:3]([N+:10]([O-:12])=[O:11])[CH:4]=1)(=[O:23])(=[O:22])[CH3:20], predict the reactants needed to synthesize it. The reactants are: [Cl:1][C:2]1[CH:9]=[CH:8][C:5]([CH2:6][OH:7])=[CH:4][C:3]=1[N+:10]([O-:12])=[O:11].C(N(CC)CC)C.[CH3:20][S:21](Cl)(=[O:23])=[O:22]. (8) Given the product [C:32]([O:36][C:37](=[O:45])[NH:38][O:39][CH2:40][CH2:41][CH2:42][CH2:43][NH:44][C:5](=[O:6])[C:4]1[CH:8]=[CH:9][C:10]([CH2:11][S:12][C:13]([C:14]2[CH:19]=[CH:18][CH:17]=[CH:16][CH:15]=2)([C:20]2[CH:21]=[CH:22][CH:23]=[CH:24][CH:25]=2)[C:26]2[CH:31]=[CH:30][CH:29]=[CH:28][CH:27]=2)=[C:2]([NH2:1])[CH:3]=1)([CH3:35])([CH3:33])[CH3:34], predict the reactants needed to synthesize it. The reactants are: [NH2:1][C:2]1[CH:3]=[C:4]([CH:8]=[CH:9][C:10]=1[CH2:11][S:12][C:13]([C:26]1[CH:31]=[CH:30][CH:29]=[CH:28][CH:27]=1)([C:20]1[CH:25]=[CH:24][CH:23]=[CH:22][CH:21]=1)[C:14]1[CH:19]=[CH:18][CH:17]=[CH:16][CH:15]=1)[C:5](O)=[O:6].[C:32]([O:36][C:37](=[O:45])[NH:38][O:39][CH2:40][CH2:41][CH2:42][CH2:43][NH2:44])([CH3:35])([CH3:34])[CH3:33].CN(C(ON1N=NC2C=CC=CC1=2)=[N+](C)C)C.F[P-](F)(F)(F)(F)F.CCN(C(C)C)C(C)C. (9) Given the product [Cl:1][C:2]1[CH:6]=[N:5][N:4]([CH3:7])[C:3]=1[C:8]1[CH:9]=[C:10]([NH:15][C:16]([NH:18][C:19]2[CH:24]=[CH:23][C:22]([F:25])=[CH:21][C:20]=2[F:26])=[O:17])[CH:11]=[CH:12][C:13]=1[O:14][CH2:47][CH2:48][N:49]1[CH2:53][CH2:52][CH2:51][CH2:50]1, predict the reactants needed to synthesize it. The reactants are: [Cl:1][C:2]1[CH:6]=[N:5][N:4]([CH3:7])[C:3]=1[C:8]1[CH:9]=[C:10]([NH:15][C:16]([NH:18][C:19]2[CH:24]=[CH:23][C:22]([F:25])=[CH:21][C:20]=2[F:26])=[O:17])[CH:11]=[CH:12][C:13]=1[OH:14].C1(P(C2C=CC=CC=2)C2C=CC=CC=2)C=CC=CC=1.O[CH2:47][CH2:48][N:49]1[CH2:53][CH2:52][CH2:51][CH2:50]1.N(C(OC(C)C)=O)=NC(OC(C)C)=O. (10) Given the product [NH2:7][CH2:6][C:5]1[CH:8]=[CH:9][N:10]=[C:3]([NH:2][CH3:1])[CH:4]=1, predict the reactants needed to synthesize it. The reactants are: [CH3:1][NH:2][C:3]1[CH:4]=[C:5]([CH:8]=[CH:9][N:10]=1)[C:6]#[N:7].